This data is from Full USPTO retrosynthesis dataset with 1.9M reactions from patents (1976-2016). The task is: Predict the reactants needed to synthesize the given product. Given the product [NH2:23][C:21]1[N:20]=[CH:19][N:18]=[C:17]2[N:16]([CH:25]3[CH2:28][C:27]4([CH2:33][CH2:32][CH2:31][N:30]([C:34]([O:36][CH2:37][C:38]5[CH:43]=[CH:42][CH:41]=[CH:40][CH:39]=5)=[O:35])[CH2:29]4)[CH2:26]3)[N:15]=[C:14]([C:11]3[CH:12]=[CH:13][C:8]([O:1][C:2]4[CH:7]=[CH:6][CH:5]=[CH:4][CH:3]=4)=[CH:9][CH:10]=3)[C:22]=12, predict the reactants needed to synthesize it. The reactants are: [O:1]([C:8]1[CH:13]=[CH:12][C:11]([C:14]2[C:22]3[C:17](=[N:18][CH:19]=[N:20][C:21]=3[NH2:23])[NH:16][N:15]=2)=[CH:10][CH:9]=1)[C:2]1[CH:7]=[CH:6][CH:5]=[CH:4][CH:3]=1.O[CH:25]1[CH2:28][C:27]2([CH2:33][CH2:32][CH2:31][N:30]([C:34]([O:36][CH2:37][C:38]3[CH:43]=[CH:42][CH:41]=[CH:40][CH:39]=3)=[O:35])[CH2:29]2)[CH2:26]1.C1C=CC(P(C2C=CC=CC=2)C2C=CC=CC=2)=CC=1.CC(OC(/N=N/C(OC(C)C)=O)=O)C.